From a dataset of Reaction yield outcomes from USPTO patents with 853,638 reactions. Predict the reaction yield, written as a fraction of the theoretical maximum amount of product (1.0 means a 100% yield; for example, 0.34 means a 34% yield). No catalyst specified. The yield is 0.940. The reactants are Cl[C:2]([C:14]1[CH:19]=[CH:18][N:17]=[CH:16][CH:15]=1)=[C:3]([C:6]1[CH:11]=[CH:10][CH:9]=[C:8](OC)[CH:7]=1)[C:4]#[N:5].[OH2:20].[NH2:21][NH2:22].[CH2:23](O)C. The product is [CH3:23][O:20][C:10]1[CH:11]=[C:6]([C:3]2[C:4]([NH2:5])=[N:21][NH:22][C:2]=2[C:14]2[CH:19]=[CH:18][N:17]=[CH:16][CH:15]=2)[CH:7]=[CH:8][CH:9]=1.